From a dataset of Drug half-life prediction data from Obach et al.. Regression/Classification. Given a drug SMILES string, predict its absorption, distribution, metabolism, or excretion properties. Task type varies by dataset: regression for continuous measurements (e.g., permeability, clearance, half-life) or binary classification for categorical outcomes (e.g., BBB penetration, CYP inhibition). For this dataset (half_life_obach), we predict log10(half-life) (log10 of half-life in hours). (1) The drug is O=C(NCC1CCCCN1)c1cc(OCC(F)(F)F)ccc1OCC(F)(F)F. The log10(half-life) is 1.08. (2) The molecule is CN1CCN(c2c(F)cc3c(=O)c(C(=O)O)cn(CCF)c3c2F)CC1. The log10(half-life) is 0.930. (3) The compound is CCCC[C@@H]1CC(=O)[C@]2(O)O[C@@H]3[C@@H](NC)[C@@H](O)[C@@H](NC)[C@H](O)[C@H]3O[C@@H]2O1. The log10(half-life) is 1.04. (4) The log10(half-life) is 0.260. The compound is CCC(CC)O[C@@H]1C=C(C(=O)O)C[C@H](N)[C@H]1NC(C)=O. (5) The molecule is O=C(Cc1cccs1)N[C@@H]1C(=O)N2C(C(=O)[O-])=C(C[n+]3ccccc3)CS[C@H]12. The log10(half-life) is 0.180.